Predict the reactants needed to synthesize the given product. From a dataset of Full USPTO retrosynthesis dataset with 1.9M reactions from patents (1976-2016). (1) Given the product [CH3:9][O:8][C:4]1[CH:3]=[C:2](/[CH:14]=[CH:13]/[CH2:12][CH:11]([OH:15])[CH3:10])[CH:7]=[N:6][CH:5]=1, predict the reactants needed to synthesize it. The reactants are: Br[C:2]1[CH:3]=[C:4]([O:8][CH3:9])[CH:5]=[N:6][CH:7]=1.[CH3:10][CH:11]([OH:15])[CH2:12][CH:13]=[CH2:14].C(N(CC)CC)C.C(#N)C. (2) Given the product [Si:14]([O:15][CH:16]1[CH2:25][C:24]([CH3:26])([CH3:27])[CH2:23][C:22]2[N:21]=[C:20]([CH:28]3[CH2:32][CH2:31][CH2:30][CH2:29]3)[C:19]([CH:33]([F:7])[C:35]3[CH:36]=[CH:37][C:38]([C:41]([F:44])([F:42])[F:43])=[CH:39][CH:40]=3)=[C:18]([C:45]3[CH:50]=[CH:49][C:48]([F:51])=[C:47]([F:52])[CH:46]=3)[C:17]1=2)([C:10]([CH3:13])([CH3:12])[CH3:11])([CH3:54])[CH3:53], predict the reactants needed to synthesize it. The reactants are: C(N(S(F)(F)[F:7])CC)C.[C:10]([Si:14]([CH3:54])([CH3:53])[O:15][CH:16]1[CH2:25][C:24]([CH3:27])([CH3:26])[CH2:23][C:22]2[N:21]=[C:20]([CH:28]3[CH2:32][CH2:31][CH2:30][CH2:29]3)[C:19]([CH:33]([C:35]3[CH:40]=[CH:39][C:38]([C:41]([F:44])([F:43])[F:42])=[CH:37][CH:36]=3)O)=[C:18]([C:45]3[CH:50]=[CH:49][C:48]([F:51])=[C:47]([F:52])[CH:46]=3)[C:17]1=2)([CH3:13])([CH3:12])[CH3:11]. (3) Given the product [C:63]([C@H:60]1[CH2:59][CH2:58][C@H:57]([O:56][C:48]2[CH:49]=[C:50]3[C:45](=[CH:46][CH:47]=2)[N:44]=[C:43]([CH2:42][N:40]2[CH2:39][CH:38]([C:36]([OH:37])=[O:35])[CH2:41]2)[CH:52]=[C:51]3[CH:53]2[CH2:54][CH2:55]2)[CH2:62][CH2:61]1)([CH3:66])([CH3:64])[CH3:65], predict the reactants needed to synthesize it. The reactants are: C([C@H]1CC[C@H](OC2C=C3C(=CC=2)N=C(CN2CC(C(O)=O)C2)C=C3C(F)(F)F)CC1)(C)(C)C.C[O:35][C:36]([CH:38]1[CH2:41][N:40]([CH2:42][C:43]2[CH:52]=[C:51]([CH:53]3[CH2:55][CH2:54]3)[C:50]3[C:45](=[CH:46][CH:47]=[C:48]([O:56][C@H:57]4[CH2:62][CH2:61][C@H:60]([C:63]([CH3:66])([CH3:65])[CH3:64])[CH2:59][CH2:58]4)[CH:49]=3)[N:44]=2)[CH2:39]1)=[O:37]. (4) Given the product [CH3:19][O:18][C:16](=[O:17])[C:15]([CH2:13][CH3:14])([CH2:24][OH:25])[CH2:20][CH2:21][CH2:22][CH3:23], predict the reactants needed to synthesize it. The reactants are: C(NC(C)C)(C)C.C([Li])CCC.[CH2:13]([CH:15]([CH2:20][CH2:21][CH2:22][CH3:23])[C:16]([O:18][CH3:19])=[O:17])[CH3:14].[CH2:24]=[O:25]. (5) Given the product [CH3:1][O:2][C:3]1[CH:4]=[C:5]([C:9]2[CH:14]=[CH:13][N:12]=[C:11]([NH:15][C:16]3[CH:21]=[C:20]([NH2:22])[CH:19]=[CH:18][C:17]=3[CH3:25])[N:10]=2)[CH:6]=[N:7][CH:8]=1, predict the reactants needed to synthesize it. The reactants are: [CH3:1][O:2][C:3]1[CH:4]=[C:5]([C:9]2[CH:14]=[CH:13][N:12]=[C:11]([NH:15][C:16]3[CH:21]=[C:20]([N+:22]([O-])=O)[CH:19]=[CH:18][C:17]=3[CH3:25])[N:10]=2)[CH:6]=[N:7][CH:8]=1.CC1C(NC2N=C(C3C=NC=C(N4CCCC4)C=3)C=CN=2)=CC(N)=CC=1. (6) Given the product [ClH:44].[CH2:1]([O:8][C:9]1[CH:10]=[CH:11][C:12]([C:15]2[N:16]=[CH:17][N:18]([C:20]([N:22]([CH3:23])[CH:24]3[CH2:29][CH2:28][NH:27][CH2:26][CH2:25]3)=[O:21])[CH:19]=2)=[CH:13][CH:14]=1)[C:2]1[CH:3]=[CH:4][CH:5]=[CH:6][CH:7]=1, predict the reactants needed to synthesize it. The reactants are: [CH2:1]([O:8][C:9]1[CH:14]=[CH:13][C:12]([C:15]2[N:16]=[CH:17][N:18]([C:20]([N:22]([CH:24]3[CH2:29][CH2:28][N:27](C(OC(C)(C)C)=O)[CH2:26][CH2:25]3)[CH3:23])=[O:21])[CH:19]=2)=[CH:11][CH:10]=1)[C:2]1[CH:7]=[CH:6][CH:5]=[CH:4][CH:3]=1.FC(F)(F)C(O)=O.[ClH:44]. (7) Given the product [Br:1][C:2]1[N:6]=[C:5]([CH:22]=[O:23])[N:4]([CH3:8])[N:3]=1, predict the reactants needed to synthesize it. The reactants are: [Br:1][C:2]1[N:6]=[C:5](Br)[N:4]([CH3:8])[N:3]=1.C([Li])CCC.CCCCCC.CN(C)[CH:22]=[O:23]. (8) The reactants are: [CH2:1]([O:8][C:9]1[CH:10]=[C:11]([CH:14]=[C:15]([I:18])[C:16]=1[OH:17])[CH:12]=[O:13])[C:2]1[CH:7]=[CH:6][CH:5]=[CH:4][CH:3]=1.C(=O)([O-])[O-].[K+].[K+].Br[CH2:26][CH2:27][CH3:28]. Given the product [CH2:1]([O:8][C:9]1[CH:10]=[C:11]([CH:14]=[C:15]([I:18])[C:16]=1[O:17][CH2:26][CH2:27][CH3:28])[CH:12]=[O:13])[C:2]1[CH:3]=[CH:4][CH:5]=[CH:6][CH:7]=1, predict the reactants needed to synthesize it. (9) Given the product [CH3:13][O:12][N:14]=[C:3]1[CH2:4][CH:5]2[C:1](=[CH:8][C:7](=[N:15][O:24][CH3:22])[CH2:6]2)[CH2:2]1, predict the reactants needed to synthesize it. The reactants are: [C@@H:1]12[CH2:8][C:7](=O)[CH2:6][C@@H:5]1[CH2:4][C:3](=O)[CH2:2]2.Cl.[O:12]([NH2:14])[CH3:13].[N:15]1C=CC=CC=1.O.[CH2:22]([OH:24])C.